Predict the reactants needed to synthesize the given product. From a dataset of Full USPTO retrosynthesis dataset with 1.9M reactions from patents (1976-2016). (1) The reactants are: [F:1][C:2]1[C:7]([I:8])=[C:6]([O:9][CH3:10])[CH:5]=[CH:4][C:3]=1[CH:11]1OCC[O:12]1.Cl. Given the product [F:1][C:2]1[C:7]([I:8])=[C:6]([O:9][CH3:10])[CH:5]=[CH:4][C:3]=1[CH:11]=[O:12], predict the reactants needed to synthesize it. (2) The reactants are: [N:1]1[CH:6]=[CH:5][CH:4]=[C:3]([CH:7]([O:9][C:10]([NH:12][CH2:13][C:14]2[CH:22]=[CH:21][C:17]([C:18]([OH:20])=O)=[CH:16][CH:15]=2)=[O:11])[CH3:8])[CH:2]=1.C(C1NC=CN=1)(C1NC=CN=1)=O.[C:35]1([NH2:42])[CH:40]=[CH:39][CH:38]=[CH:37][C:36]=1[NH2:41].FC(F)(F)C(O)=O. Given the product [NH2:41][C:36]1[CH:37]=[CH:38][CH:39]=[CH:40][C:35]=1[NH:42][C:18]([C:17]1[CH:16]=[CH:15][C:14]([CH2:13][NH:12][C:10](=[O:11])[O:9][CH:7]([C:3]2[CH:2]=[N:1][CH:6]=[CH:5][CH:4]=2)[CH3:8])=[CH:22][CH:21]=1)=[O:20], predict the reactants needed to synthesize it. (3) The reactants are: ClC(Cl)(O[C:5](=[O:11])OC(Cl)(Cl)Cl)Cl.[CH:13]([N:16]1[C:20]2[N:21]=[C:22]([C:31]3[CH:36]=[CH:35][C:34]([NH2:37])=[CH:33][CH:32]=3)[N:23]=[C:24]([N:25]3[CH2:30][CH2:29][O:28][CH2:27][CH2:26]3)[C:19]=2[N:18]=[N:17]1)([CH3:15])[CH3:14].[NH2:38][C:39]1[CH:47]=[CH:46][C:42]([C:43]([NH2:45])=[O:44])=[CH:41][CH:40]=1.CCN(CC)CC. Given the product [CH:13]([N:16]1[C:20]2[N:21]=[C:22]([C:31]3[CH:32]=[CH:33][C:34]([NH:37][C:5](=[O:11])[NH:38][C:39]4[CH:47]=[CH:46][C:42]([C:43]([NH2:45])=[O:44])=[CH:41][CH:40]=4)=[CH:35][CH:36]=3)[N:23]=[C:24]([N:25]3[CH2:30][CH2:29][O:28][CH2:27][CH2:26]3)[C:19]=2[N:18]=[N:17]1)([CH3:15])[CH3:14], predict the reactants needed to synthesize it. (4) Given the product [CH2:1]([O:5][C:6]1[CH:7]=[C:8]2[C:13](=[CH:14][C:15]=1[O:16][CH3:17])[C:12]([CH2:18][C:19]1[CH:24]=[CH:23][CH:22]=[C:21]([O:25][CH3:26])[CH:20]=1)=[N:11][CH:10]=[C:9]2[CH:27]=[O:28])[CH2:2][CH2:3][CH3:4], predict the reactants needed to synthesize it. The reactants are: [CH2:1]([O:5][C:6]1[CH:7]=[C:8]2[C:13](=[CH:14][C:15]=1[O:16][CH3:17])[CH:12]([CH2:18][C:19]1[CH:24]=[CH:23][CH:22]=[C:21]([O:25][CH3:26])[CH:20]=1)[NH:11][CH:10]=[C:9]2[CH:27]=[O:28])[CH2:2][CH2:3][CH3:4]. (5) Given the product [C:23]([C:8]1[CH:7]=[C:6]2[C:11]([C:3]([C:1]([OH:31])=[O:2])=[CH:4][NH:5]2)=[CH:10][C:9]=1[C:12]1[CH:13]=[CH:14][C:15]([C:18]2([CH2:21][OH:22])[CH2:19][CH2:20]2)=[CH:16][CH:17]=1)#[N:24], predict the reactants needed to synthesize it. The reactants are: [CH:1]([C:3]1[C:11]2[C:6](=[CH:7][C:8]([C:23]#[N:24])=[C:9]([C:12]3[CH:17]=[CH:16][C:15]([C:18]4([CH2:21][OH:22])[CH2:20][CH2:19]4)=[CH:14][CH:13]=3)[CH:10]=2)[NH:5][CH:4]=1)=[O:2].CC(=CC)C.Cl([O-])=[O:31].[Na+].P([O-])([O-])([O-])=O.[Na+].[Na+].[Na+].[Cl-].[NH4+]. (6) Given the product [F:43][C:37]1[C:38]([F:42])=[CH:39][CH:40]=[CH:41][C:36]=1[CH2:35][S:34][C:18]1[N:17]=[C:16]([NH:8][S:5]([N:1]2[CH2:4][CH2:3][CH2:2]2)(=[O:7])=[O:6])[CH:21]=[C:20]([O:22][CH2:23][C@H:24]2[CH2:28][O:27][C:26]3([CH2:33][CH2:32][CH2:31][CH2:30][CH2:29]3)[O:25]2)[N:19]=1, predict the reactants needed to synthesize it. The reactants are: [N:1]1([S:5]([NH2:8])(=[O:7])=[O:6])[CH2:4][CH2:3][CH2:2]1.C(=O)([O-])[O-].[Cs+].[Cs+].Cl[C:16]1[CH:21]=[C:20]([O:22][CH2:23][C@H:24]2[CH2:28][O:27][C:26]3([CH2:33][CH2:32][CH2:31][CH2:30][CH2:29]3)[O:25]2)[N:19]=[C:18]([S:34][CH2:35][C:36]2[CH:41]=[CH:40][CH:39]=[C:38]([F:42])[C:37]=2[F:43])[N:17]=1.